Dataset: Full USPTO retrosynthesis dataset with 1.9M reactions from patents (1976-2016). Task: Predict the reactants needed to synthesize the given product. (1) Given the product [F:17][C:18]([F:22])([F:21])[CH2:19][O:20][C:2]1[N:3]=[CH:4][CH:5]=[CH:6][C:7]=1[C:8]([OH:10])=[O:9], predict the reactants needed to synthesize it. The reactants are: F[C:2]1[C:7]([C:8]([OH:10])=[O:9])=[CH:6][CH:5]=[CH:4][N:3]=1.CC(C)([O-])C.[K+].[F:17][C:18]([F:22])([F:21])[CH2:19][OH:20]. (2) Given the product [Cl:1][C:2]1[CH:3]=[C:4]([C:12]2[O:16][N:15]=[C:14]([C:17]3[CH:18]=[CH:19][C:20]([CH2:24][N:51]4[CH2:54][CH:53]([C:55]([O:57][CH3:58])=[O:56])[CH2:52]4)=[N:21][C:22]=3[CH3:23])[N:13]=2)[CH:5]=[CH:6][C:7]=1[CH2:8][CH:9]([CH3:11])[CH3:10], predict the reactants needed to synthesize it. The reactants are: [Cl:1][C:2]1[CH:3]=[C:4]([C:12]2[O:16][N:15]=[C:14]([C:17]3[CH:18]=[CH:19][C:20]([CH2:24]O)=[N:21][C:22]=3[CH3:23])[N:13]=2)[CH:5]=[CH:6][C:7]=1[CH2:8][CH:9]([CH3:11])[CH3:10].C(Br)(Br)(Br)Br.C1(P(C2C=CC=CC=2)C2C=CC=CC=2)C=CC=CC=1.Cl.[NH:51]1[CH2:54][CH:53]([C:55]([O:57][CH3:58])=[O:56])[CH2:52]1.C(N(CC)C(C)C)(C)C. (3) Given the product [Br:1][C:2]1[CH:3]=[N:4][N:5]([C:14]2[CH:19]=[CH:18][C:17]([N+:20]([O-:22])=[O:21])=[CH:16][CH:15]=2)[CH:6]=1, predict the reactants needed to synthesize it. The reactants are: [Br:1][C:2]1[CH:3]=[N:4][NH:5][CH:6]=1.C(O[K])(C)(C)C.F[C:14]1[CH:19]=[CH:18][C:17]([N+:20]([O-:22])=[O:21])=[CH:16][CH:15]=1.